From a dataset of Peptide-MHC class I binding affinity with 185,985 pairs from IEDB/IMGT. Regression. Given a peptide amino acid sequence and an MHC pseudo amino acid sequence, predict their binding affinity value. This is MHC class I binding data. (1) The peptide sequence is RVYAHDAQH. The MHC is HLA-A03:01 with pseudo-sequence HLA-A03:01. The binding affinity (normalized) is 0.683. (2) The peptide sequence is WKFDSRLAF. The MHC is HLA-B15:03 with pseudo-sequence HLA-B15:03. The binding affinity (normalized) is 0.936. (3) The peptide sequence is NTFYLFTFT. The MHC is HLA-A02:01 with pseudo-sequence HLA-A02:01. The binding affinity (normalized) is 0.427. (4) The peptide sequence is FENDIDEIL. The MHC is HLA-B15:17 with pseudo-sequence HLA-B15:17. The binding affinity (normalized) is 0.0847. (5) The peptide sequence is FLNISWFYI. The MHC is HLA-A03:01 with pseudo-sequence HLA-A03:01. The binding affinity (normalized) is 0.221. (6) The peptide sequence is RVWRGEQGK. The MHC is HLA-B15:01 with pseudo-sequence HLA-B15:01. The binding affinity (normalized) is 0.0847. (7) The peptide sequence is YLQAKSQVL. The MHC is HLA-A68:02 with pseudo-sequence HLA-A68:02. The binding affinity (normalized) is 0.0847. (8) The binding affinity (normalized) is 0.281. The peptide sequence is HDWHLDPPF. The MHC is HLA-B18:01 with pseudo-sequence HLA-B18:01. (9) The peptide sequence is RKWGLDFCY. The MHC is HLA-B15:01 with pseudo-sequence HLA-B15:01. The binding affinity (normalized) is 0.294. (10) The peptide sequence is RPLLARMPE. The MHC is HLA-A02:01 with pseudo-sequence HLA-A02:01. The binding affinity (normalized) is 0.0847.